From a dataset of Reaction yield outcomes from USPTO patents with 853,638 reactions. Predict the reaction yield, written as a fraction of the theoretical maximum amount of product (1.0 means a 100% yield; for example, 0.34 means a 34% yield). (1) The catalyst is C1COCC1. The reactants are CON(C)[C:4](=[O:23])[CH2:5][C:6]1[CH:7]=[C:8]([NH:12][C:13](=[O:22])[O:14][CH2:15][C:16]2[CH:21]=[CH:20][CH:19]=[CH:18][CH:17]=2)[CH:9]=[CH:10][CH:11]=1.[CH:25]([Mg]Br)=[CH2:26]. The yield is 0.780. The product is [O:23]=[C:4]([CH:25]=[CH2:26])[CH2:5][C:6]1[CH:7]=[C:8]([NH:12][C:13](=[O:22])[O:14][CH2:15][C:16]2[CH:17]=[CH:18][CH:19]=[CH:20][CH:21]=2)[CH:9]=[CH:10][CH:11]=1. (2) The yield is 0.360. The product is [F:13][C:12]([F:14])([F:15])[C:8]1[C:7]([O:16][C@H:17]2[CH2:18][CH2:19][C@@H:20]([C:23]([F:24])([F:26])[F:25])[CH2:21][CH2:22]2)=[CH:6][CH:5]=[C:4]2[C:9]=1[CH:10]=[CH:11][C:2]([CH:1]=[O:27])=[N:3]2. The reactants are [CH3:1][C:2]1[CH:11]=[CH:10][C:9]2[C:4](=[CH:5][CH:6]=[C:7]([O:16][C@H:17]3[CH2:22][CH2:21][C@@H:20]([C:23]([F:26])([F:25])[F:24])[CH2:19][CH2:18]3)[C:8]=2[C:12]([F:15])([F:14])[F:13])[N:3]=1.[O:27]1CCOCC1. No catalyst specified. (3) The reactants are [CH3:1][O:2][C:3]1[CH:4]=[C:5]([N:20]2[CH2:25][CH2:24][C:23]3[CH:26]=[CH:27][S:28][C:22]=3[C:21]2=[O:29])[CH:6]=[CH:7][C:8]=1[O:9][Si:10]([CH:17]([CH3:19])[CH3:18])([CH:14]([CH3:16])[CH3:15])[CH:11]([CH3:13])[CH3:12].C(=O)=O.CC(C)=O.[Br:37]C(F)(F)C(Br)(F)F.[Li]C(C)(C)C.C([O-])(O)=O.[Na+]. The catalyst is C1COCC1. The product is [Br:37][C:27]1[S:28][C:22]2[C:21](=[O:29])[N:20]([C:5]3[CH:6]=[CH:7][C:8]([O:9][Si:10]([CH:17]([CH3:19])[CH3:18])([CH:14]([CH3:15])[CH3:16])[CH:11]([CH3:12])[CH3:13])=[C:3]([O:2][CH3:1])[CH:4]=3)[CH2:25][CH2:24][C:23]=2[CH:26]=1. The yield is 0.470. (4) The catalyst is CCO.CCOC(C)=O. The yield is 0.770. The product is [CH:1]1([CH:4]([OH:5])[C:6]2[CH:7]=[C:8]([CH:14]=[CH:15][CH:16]=2)[C:9]([O:11][CH2:12][CH3:13])=[O:10])[CH2:3][CH2:2]1. The reactants are [CH:1]1([C:4]([C:6]2[CH:7]=[C:8]([CH:14]=[CH:15][CH:16]=2)[C:9]([O:11][CH2:12][CH3:13])=[O:10])=[O:5])[CH2:3][CH2:2]1.[BH4-].[Na+]. (5) The reactants are [CH:1]1([C:4]2[C:5]([N:24]([C:29]3[CH:34]=[C:33]([F:35])[C:32]([N+:36]([O-])=O)=[C:31]([F:39])[CH:30]=3)[S:25]([CH3:28])(=[O:27])=[O:26])=[CH:6][C:7]3[O:11][C:10]([C:12]4[CH:17]=[CH:16][C:15]([F:18])=[CH:14][CH:13]=4)=[C:9]([C:19]([NH:21][CH3:22])=[O:20])[C:8]=3[CH:23]=2)[CH2:3][CH2:2]1.[Sn](Cl)Cl. The catalyst is CCOC(C)=O.C(O)C.O. The product is [NH2:36][C:32]1[C:31]([F:39])=[CH:30][C:29]([N:24]([C:5]2[C:4]([CH:1]3[CH2:3][CH2:2]3)=[CH:23][C:8]3[C:9]([C:19]([NH:21][CH3:22])=[O:20])=[C:10]([C:12]4[CH:17]=[CH:16][C:15]([F:18])=[CH:14][CH:13]=4)[O:11][C:7]=3[CH:6]=2)[S:25]([CH3:28])(=[O:27])=[O:26])=[CH:34][C:33]=1[F:35]. The yield is 0.550. (6) The product is [CH2:1]([C:3]1[CH:11]=[CH:10][C:6]([C:7]([OH:9])=[O:8])=[CH:5][C:4]=1[N+:12]([O-:14])=[O:13])[CH3:2]. The catalyst is S(=O)(=O)(O)O. The reactants are [CH2:1]([C:3]1[CH:11]=[CH:10][C:6]([C:7]([OH:9])=[O:8])=[CH:5][CH:4]=1)[CH3:2].[N+:12]([O-])([OH:14])=[O:13]. The yield is 0.980.